Dataset: Forward reaction prediction with 1.9M reactions from USPTO patents (1976-2016). Task: Predict the product of the given reaction. (1) Given the reactants Br[C:2]1[C:11]2[C:6](=[CH:7][CH:8]=[C:9]([O:12][CH3:13])[CH:10]=2)[C:5](=[O:14])[NH:4][CH:3]=1.[NH:15]1[CH2:20][CH2:19][O:18][CH2:17][CH2:16]1.CCN(C(C)C)C(C)C, predict the reaction product. The product is: [CH3:13][O:12][C:9]1[CH:10]=[C:11]2[C:6](=[CH:7][CH:8]=1)[C:5]([OH:14])=[N:4][CH:3]=[C:2]2[N:15]1[CH2:20][CH2:19][O:18][CH2:17][CH2:16]1. (2) Given the reactants [CH3:1][S:2]([C:5]1[CH:14]=[C:13]2[C:8]([CH:9]=[CH:10][CH:11]=[N:12]2)=[CH:7][CH:6]=1)(=[O:4])=[O:3].C(OC(C1CC(C(OCC)=O)=C(C)NC=1C)=O)C, predict the reaction product. The product is: [CH3:1][S:2]([C:5]1[CH:14]=[C:13]2[C:8]([CH2:9][CH2:10][CH2:11][NH:12]2)=[CH:7][CH:6]=1)(=[O:4])=[O:3]. (3) The product is: [Si:34]([O:41][CH:42]1[C:13]2([CH2:14][C:15]3[N:7]([CH2:6][O:5][CH2:4][CH2:3][Si:2]([CH3:33])([CH3:32])[CH3:1])[N:8]=[C:9]([C:29]([OH:31])=[O:30])[C:10]=3[CH2:11][CH2:12]2)[CH2:16][CH2:17][CH2:43]1)([C:37]([CH3:40])([CH3:39])[CH3:38])([CH3:36])[CH3:35]. Given the reactants [CH3:1][Si:2]([CH3:33])([CH3:32])[CH2:3][CH2:4][O:5][CH2:6][N:7]1[C:15]2[CH2:14][CH:13]([C:16]3[CH:17]=NN(COCC[Si](C)(C)C)C=3)[CH2:12][CH2:11][C:10]=2[C:9]([C:29]([OH:31])=[O:30])=[N:8]1.[Si:34]([O:41][CH:42]1C2(CCC(=O)CC2)CC[CH2:43]1)([C:37]([CH3:40])([CH3:39])[CH3:38])([CH3:36])[CH3:35], predict the reaction product. (4) Given the reactants Cl[C:2]1[N:7]=[C:6]([S:8][CH3:9])[CH:5]=[CH:4][N:3]=1.[NH2:10][C:11]1[CH:12]=[C:13]([C:18]2[S:22][C:21]([N:23]3[CH2:29][CH2:28][CH2:27][NH:26][C:25](=[O:30])[CH2:24]3)=[N:20][CH:19]=2)[CH:14]=[C:15]([CH3:17])[CH:16]=1.C1(P(C2CCCCC2)C2C=CC=CC=2C2C(C(C)C)=CC(C(C)C)=CC=2C(C)C)CCCCC1.C(=O)([O-])[O-].[K+].[K+], predict the reaction product. The product is: [CH3:17][C:15]1[CH:14]=[C:13]([C:18]2[S:22][C:21]([N:23]3[CH2:29][CH2:28][CH2:27][NH:26][C:25](=[O:30])[CH2:24]3)=[N:20][CH:19]=2)[CH:12]=[C:11]([NH:10][C:2]2[N:7]=[C:6]([S:8][CH3:9])[CH:5]=[CH:4][N:3]=2)[CH:16]=1. (5) Given the reactants [Cl:1][C:2]1[CH:7]=[CH:6][C:5]([S:8]([NH:11][C@H:12]2[CH2:16][CH2:15][CH2:14][C@H:13]2[C:17]([NH2:19])=[O:18])(=[O:10])=[O:9])=[CH:4][CH:3]=1.Br[CH2:21][C:22]1[CH:27]=[CH:26][C:25]([C:28]([F:31])([F:30])[F:29])=[CH:24][CH:23]=1, predict the reaction product. The product is: [Cl:1][C:2]1[CH:7]=[CH:6][C:5]([S:8]([N:11]([CH2:21][C:22]2[CH:23]=[CH:24][C:25]([C:28]([F:29])([F:30])[F:31])=[CH:26][CH:27]=2)[C@H:12]2[CH2:16][CH2:15][CH2:14][C@H:13]2[C:17]([NH2:19])=[O:18])(=[O:9])=[O:10])=[CH:4][CH:3]=1. (6) Given the reactants [CH2:1]([O:5][C:6]1[N:14]=[C:13]2[C:9]([N:10]=[CH:11][N:12]2[CH:15]2[CH2:20][CH2:19][CH2:18][CH2:17][O:16]2)=[C:8]([NH2:21])[N:7]=1)[CH2:2][CH2:3][CH3:4].C1C(=O)N([Br:29])C(=O)C1, predict the reaction product. The product is: [Br:29][C:11]1[N:12]([CH:15]2[CH2:20][CH2:19][CH2:18][CH2:17][O:16]2)[C:13]2[C:9]([N:10]=1)=[C:8]([NH2:21])[N:7]=[C:6]([O:5][CH2:1][CH2:2][CH2:3][CH3:4])[N:14]=2. (7) The product is: [C:3]([C:6]1[N:11]=[C:10]([C:12]2[CH:13]=[CH:14][C:15]([C:18]3[CH:23]=[CH:22][C:21]([C:24]4([C:27]([OH:29])=[O:28])[CH2:25][CH2:26]4)=[CH:20][C:19]=3[Cl:31])=[CH:16][CH:17]=2)[C:9]([CH3:32])=[N:8][C:7]=1[CH3:33])(=[O:5])[NH2:4]. Given the reactants [OH-].[K+].[C:3]([C:6]1[N:11]=[C:10]([C:12]2[CH:17]=[CH:16][C:15]([C:18]3[CH:23]=[CH:22][C:21]([C:24]4([C:27]([O:29]C)=[O:28])[CH2:26][CH2:25]4)=[CH:20][C:19]=3[Cl:31])=[CH:14][CH:13]=2)[C:9]([CH3:32])=[N:8][C:7]=1[CH3:33])(=[O:5])[NH2:4].Cl, predict the reaction product. (8) Given the reactants [C:1]([NH:9][C:10]([NH:12][C:13]1[CH:18]=[C:17]([O:19][CH2:20][C:21]2[CH:26]=[CH:25][CH:24]=[CH:23][CH:22]=2)[C:16]([CH3:27])=[CH:15][C:14]=1Br)=[S:11])(=[O:8])[C:2]1[CH:7]=[CH:6][CH:5]=[CH:4][CH:3]=1.CC([O-])(C)C.[K+], predict the reaction product. The product is: [CH2:20]([O:19][C:17]1[C:16]([CH3:27])=[CH:15][C:14]2[S:11][C:10]([NH:9][C:1](=[O:8])[C:2]3[CH:7]=[CH:6][CH:5]=[CH:4][CH:3]=3)=[N:12][C:13]=2[CH:18]=1)[C:21]1[CH:26]=[CH:25][CH:24]=[CH:23][CH:22]=1. (9) The product is: [C:41](=[O:52])([O:45][C:46]1[CH:47]=[CH:48][CH:49]=[CH:50][CH:51]=1)[O:42][CH2:43][N:14]1[C:11]2=[N:12][CH:13]=[C:8]([C:5]3[CH:6]=[CH:7][C:2]([Cl:1])=[CH:3][CH:4]=3)[CH:9]=[C:10]2[C:16]([C:17](=[O:18])[C:19]2[C:24]([F:25])=[CH:23][CH:22]=[C:21]([NH:26][S:27]([CH2:30][CH2:31][CH3:32])(=[O:28])=[O:29])[C:20]=2[F:33])=[CH:15]1. Given the reactants [Cl:1][C:2]1[CH:7]=[CH:6][C:5]([C:8]2[CH:9]=[C:10]3[C:16]([C:17]([C:19]4[C:20]([F:33])=[C:21]([NH:26][S:27]([CH2:30][CH2:31][CH3:32])(=[O:29])=[O:28])[CH:22]=[CH:23][C:24]=4[F:25])=[O:18])=[CH:15][NH:14][C:11]3=[N:12][CH:13]=2)=[CH:4][CH:3]=1.CCN(CC)CC.[C:41](=[O:52])([O:45][C:46]1[CH:51]=[CH:50][CH:49]=[CH:48][CH:47]=1)[O:42][CH2:43]Cl, predict the reaction product. (10) Given the reactants C([Li])CCC.[CH3:6][C:7]#[N:8].C[O:10][C:11](=O)[CH2:12][C:13]1[CH:18]=[CH:17][C:16]([O:19][CH3:20])=[C:15]([O:21][CH2:22][CH2:23][O:24][CH3:25])[CH:14]=1.[NH4+].[Cl-], predict the reaction product. The product is: [CH3:20][O:19][C:16]1[CH:17]=[CH:18][C:13]([CH2:12][C:11](=[O:10])[CH2:6][C:7]#[N:8])=[CH:14][C:15]=1[O:21][CH2:22][CH2:23][O:24][CH3:25].